This data is from Cav3 T-type calcium channel HTS with 100,875 compounds. The task is: Binary Classification. Given a drug SMILES string, predict its activity (active/inactive) in a high-throughput screening assay against a specified biological target. (1) The drug is O=C(NC1CCCc2c1cccc2)CS(=O)CC(=O)Nc1ccc(OCC)cc1. The result is 0 (inactive). (2) The drug is O=c1[nH]c(=O)n(c2nc(N3CCN(CC3)Cc3ccccc3)n(CCCCC)c12)C. The result is 0 (inactive). (3) The compound is O1CCN(CC1)CC(=O)c1c(cc(cc1C)C)C. The result is 0 (inactive). (4) The compound is Clc1ncccc1c1nn(nn1)c1ccc(Cl)nc1. The result is 0 (inactive). (5) The molecule is O=C1N(C(=O)NC21C(CCCC2)C)CC(=O)NC(=O)NCc1occc1. The result is 0 (inactive). (6) The drug is Fc1ccc(NC(=O)CCN2C(=O)c3c(C2=O)cncc3)cc1. The result is 0 (inactive).